From a dataset of Forward reaction prediction with 1.9M reactions from USPTO patents (1976-2016). Predict the product of the given reaction. (1) The product is: [CH2:22]([O:24][C:25]([C:27]1([CH2:41][O:1][C:2]2[CH:3]=[CH:4][C:5]([C:8]3[CH:13]=[CH:12][C:11]([C:14]#[N:15])=[CH:10][CH:9]=3)=[CH:6][CH:7]=2)[CH2:31][CH2:30][N:29]([C:32](=[O:40])[C:33]2[CH:34]=[CH:35][C:36]([F:39])=[CH:37][CH:38]=2)[CH2:28]1)=[O:26])[CH3:23]. Given the reactants [OH:1][C:2]1[CH:7]=[CH:6][C:5]([C:8]2[CH:13]=[CH:12][C:11]([C:14]#[N:15])=[CH:10][CH:9]=2)=[CH:4][CH:3]=1.C(=O)([O-])[O-].[K+].[K+].[CH2:22]([O:24][C:25]([C:27]1([CH2:41]I)[CH2:31][CH2:30][N:29]([C:32](=[O:40])[C:33]2[CH:38]=[CH:37][C:36]([F:39])=[CH:35][CH:34]=2)[CH2:28]1)=[O:26])[CH3:23], predict the reaction product. (2) The product is: [CH3:1][C:2]1([CH3:28])[CH:11]=[CH:10][C:9]2[C:4](=[CH:5][CH:6]=[C:7]([C:12](=[O:27])[CH:13]([O:26][S:35]([C:32]3[CH:33]=[CH:34][C:29]([CH3:39])=[CH:30][CH:31]=3)(=[O:37])=[O:36])[C:14]3[CH:19]=[C:18]([O:20][CH3:21])[C:17]([O:22][CH3:23])=[C:16]([O:24][CH3:25])[CH:15]=3)[CH:8]=2)[O:3]1. Given the reactants [CH3:1][C:2]1([CH3:28])[CH:11]=[CH:10][C:9]2[C:4](=[CH:5][CH:6]=[C:7]([C:12](=[O:27])[CH:13]([OH:26])[C:14]3[CH:19]=[C:18]([O:20][CH3:21])[C:17]([O:22][CH3:23])=[C:16]([O:24][CH3:25])[CH:15]=3)[CH:8]=2)[O:3]1.[C:29]1([CH3:39])[CH:34]=[CH:33][C:32]([S:35](Cl)(=[O:37])=[O:36])=[CH:31][CH:30]=1.N1C=CC=CC=1, predict the reaction product. (3) Given the reactants Br[C:2]1[N:3]=[CH:4][C:5]([C:8]([N:10]2[CH2:15][CH2:14][N:13]([C:16]3[C:21]([CH3:22])=[CH:20][C:19]([CH3:23])=[CH:18][N:17]=3)[CH2:12][CH2:11]2)=[O:9])=[N:6][CH:7]=1.[C:24]([N:27]1[CH2:31][CH2:30][NH:29][C:28]1=[O:32])(=[O:26])[CH3:25], predict the reaction product. The product is: [C:24]([N:27]1[CH2:31][CH2:30][N:29]([C:2]2[CH:7]=[N:6][C:5]([C:8]([N:10]3[CH2:15][CH2:14][N:13]([C:16]4[C:21]([CH3:22])=[CH:20][C:19]([CH3:23])=[CH:18][N:17]=4)[CH2:12][CH2:11]3)=[O:9])=[CH:4][N:3]=2)[C:28]1=[O:32])(=[O:26])[CH3:25]. (4) Given the reactants [Cl:1][C:2]1[CH:3]=[CH:4][C:5]([O:36][CH:37]([F:39])[F:38])=[C:6]([C:8]2[C:12]([NH:13][C:14]([C:16]3[CH:17]=[N:18][N:19]4[CH:24]=[CH:23][CH:22]=[N:21][C:20]=34)=[O:15])=[CH:11][N:10]([CH2:25][C:26]([N:28]3[CH2:33][CH2:32][CH:31]([NH:34][CH3:35])[CH2:30][CH2:29]3)=[O:27])[N:9]=2)[CH:7]=1.CCN(C(C)C)C(C)C.Br[CH2:50][C:51]1[CH2:55][O:54][C:53](=[O:56])[CH:52]=1, predict the reaction product. The product is: [Cl:1][C:2]1[CH:3]=[CH:4][C:5]([O:36][CH:37]([F:38])[F:39])=[C:6]([C:8]2[C:12]([NH:13][C:14]([C:16]3[CH:17]=[N:18][N:19]4[CH:24]=[CH:23][CH:22]=[N:21][C:20]=34)=[O:15])=[CH:11][N:10]([CH2:25][C:26]([N:28]3[CH2:29][CH2:30][CH:31]([N:34]([CH3:35])[CH2:50][C:51]4[CH2:55][O:54][C:53](=[O:56])[CH:52]=4)[CH2:32][CH2:33]3)=[O:27])[N:9]=2)[CH:7]=1.